Dataset: Forward reaction prediction with 1.9M reactions from USPTO patents (1976-2016). Task: Predict the product of the given reaction. (1) Given the reactants C[O:2][C:3](=[O:13])[CH2:4][O:5][C:6]1[CH:11]=[CH:10][C:9]([OH:12])=[CH:8][CH:7]=1.Cl, predict the reaction product. The product is: [OH:12][C:9]1[CH:8]=[CH:7][C:6]([O:5][CH2:4][C:3]([OH:13])=[O:2])=[CH:11][CH:10]=1. (2) Given the reactants CC1(C)COB([C:8]2[CH:13]=[CH:12][C:11]([CH:14]3[CH2:18][CH2:17][N:16]([S:19]([CH3:22])(=[O:21])=[O:20])[CH2:15]3)=[CH:10][CH:9]=2)OC1.Br[C:25]1[CH:26]=[C:27]2[C:31](=[CH:32][C:33]=1[Cl:34])[NH:30][CH:29]=[C:28]2[CH:35]=[O:36].C(=O)([O-])[O-].[K+].[K+], predict the reaction product. The product is: [Cl:34][C:33]1[CH:32]=[C:31]2[C:27]([C:28]([CH:35]=[O:36])=[CH:29][NH:30]2)=[CH:26][C:25]=1[C:8]1[CH:9]=[CH:10][C:11]([CH:14]2[CH2:18][CH2:17][N:16]([S:19]([CH3:22])(=[O:20])=[O:21])[CH2:15]2)=[CH:12][CH:13]=1.